From a dataset of Microsomal clearance measurements from AstraZeneca. Regression/Classification. Given a drug SMILES string, predict its absorption, distribution, metabolism, or excretion properties. Task type varies by dataset: regression for continuous measurements (e.g., permeability, clearance, half-life) or binary classification for categorical outcomes (e.g., BBB penetration, CYP inhibition). For this dataset (clearance_microsome_az), we predict log10(clearance) (log10 of the in vitro intrinsic clearance, CLint, in uL/min per mg of human liver microsomal protein, equivalently mL/min/g; values are censored to the assay range of 3 to 150, which is 0.477 to 2.18 on this log10 scale). The compound is CNCCC=C1c2ccccc2CCc2ccccc21. The log10(clearance) is 0.480.